This data is from Reaction yield outcomes from USPTO patents with 853,638 reactions. The task is: Predict the reaction yield, written as a fraction of the theoretical maximum amount of product (1.0 means a 100% yield; for example, 0.34 means a 34% yield). The reactants are [CH2:1]([NH:4][C:5]1([C:8]2[CH:13]=[CH:12][C:11]([C:14]#[C:15][C:16]3[CH:26]=[CH:25][C:19]([C:20]([O:22]CC)=[O:21])=[CH:18][CH:17]=3)=[CH:10][CH:9]=2)[CH2:7][CH2:6]1)[CH2:2][CH3:3].[OH-].[Na+]. The catalyst is C(O)C.O1CCCC1. The product is [CH2:1]([NH:4][C:5]1([C:8]2[CH:13]=[CH:12][C:11]([C:14]#[C:15][C:16]3[CH:17]=[CH:18][C:19]([C:20]([OH:22])=[O:21])=[CH:25][CH:26]=3)=[CH:10][CH:9]=2)[CH2:6][CH2:7]1)[CH2:2][CH3:3]. The yield is 0.690.